Dataset: Reaction yield outcomes from USPTO patents with 853,638 reactions. Task: Predict the reaction yield, written as a fraction of the theoretical maximum amount of product (1.0 means a 100% yield; for example, 0.34 means a 34% yield). (1) The reactants are [CH2:1]([N:5]1[C:13]([N:14]2[CH2:19][CH2:18][NH:17][C@@H:16]([CH3:20])[CH2:15]2)=[N:12][C:11]2[C:6]1=[N:7][C:8]([C:27]1[CH:28]=[N:29][C:30]([NH2:33])=[N:31][CH:32]=1)=[N:9][C:10]=2[N:21]1[CH2:26][CH2:25][O:24][CH2:23][CH2:22]1)[CH:2]([CH3:4])[CH3:3].C1(N=C=NC2CCCCC2)CCCCC1.ON1C2C=CC=CC=2N=N1.[OH:59][C@H:60]([CH3:65])[CH2:61][C:62](O)=[O:63]. The catalyst is CN(C)C=O. The product is [NH2:33][C:30]1[N:31]=[CH:32][C:27]([C:8]2[N:7]=[C:6]3[C:11]([N:12]=[C:13]([N:14]4[CH2:19][CH2:18][N:17]([C:62](=[O:63])[CH2:61][C@H:60]([OH:59])[CH3:65])[C@@H:16]([CH3:20])[CH2:15]4)[N:5]3[CH2:1][CH:2]([CH3:4])[CH3:3])=[C:10]([N:21]3[CH2:26][CH2:25][O:24][CH2:23][CH2:22]3)[N:9]=2)=[CH:28][N:29]=1. The yield is 0.280. (2) The reactants are Cl.[NH2:2][CH2:3][C:4](=O)[CH2:5][CH:6]([CH3:8])[CH3:7].[S-:10][C:11]#[N:12].[K+]. The catalyst is O.Cl. The product is [CH2:5]([C:4]1[N:12]=[C:11]([SH:10])[NH:2][CH:3]=1)[CH:6]([CH3:8])[CH3:7]. The yield is 0.380. (3) The reactants are [CH2:1]([O:3][CH2:4][CH2:5][NH2:6])[CH3:2].[S:7](N)([NH2:10])(=[O:9])=[O:8]. The catalyst is O1CCCC1. The product is [CH2:1]([O:3][CH2:4][CH2:5][NH:6][S:7](=[O:9])(=[O:8])[NH2:10])[CH3:2]. The yield is 0.420. (4) The reactants are [Cl:1]N1C(=O)CCC1=O.[F:9][C:10]1[CH:11]=[C:12]([N:16]2[C:20]3=[N:21][CH:22]=[CH:23][CH:24]=[C:19]3[CH:18]=[C:17]2[CH:25]([NH:27][C:28](=[O:34])[O:29][C:30]([CH3:33])([CH3:32])[CH3:31])[CH3:26])[CH:13]=[CH:14][CH:15]=1. The catalyst is CN(C=O)C.O. The product is [Cl:1][C:18]1[C:19]2[C:20](=[N:21][CH:22]=[CH:23][CH:24]=2)[N:16]([C:12]2[CH:13]=[CH:14][CH:15]=[C:10]([F:9])[CH:11]=2)[C:17]=1[CH:25]([NH:27][C:28](=[O:34])[O:29][C:30]([CH3:33])([CH3:32])[CH3:31])[CH3:26]. The yield is 0.400. (5) The reactants are [CH:1]1([CH:4]([O:6][C:7](=[O:34])[NH:8][C:9]2[CH:14]=[CH:13][C:12]([C:15]3[N:16]([CH:30]4[CH2:33][CH2:32][CH2:31]4)[C:17]4[C:22]([C:23]=3[C:24]#[N:25])=[CH:21][CH:20]=[C:19]([O:26][CH2:27][CH2:28]Cl)[CH:18]=4)=[CH:11][CH:10]=2)[CH3:5])[CH2:3][CH2:2]1.[I-].[Na+].[Na].[NH:38]1[CH:42]=[N:41][CH:40]=[N:39]1. The catalyst is CC#N.CN(C=O)C. The product is [CH:1]1([CH:4]([O:6][C:7](=[O:34])[NH:8][C:9]2[CH:14]=[CH:13][C:12]([C:15]3[N:16]([CH:30]4[CH2:33][CH2:32][CH2:31]4)[C:17]4[C:22]([C:23]=3[C:24]#[N:25])=[CH:21][CH:20]=[C:19]([O:26][CH2:27][CH2:28][N:38]3[CH:42]=[N:41][CH:40]=[N:39]3)[CH:18]=4)=[CH:11][CH:10]=2)[CH3:5])[CH2:3][CH2:2]1. The yield is 0.290. (6) The reactants are [S:1]1[C:5]2=[C:6]3[C:10](=[CH:11][CH:12]=[C:4]2[N:3]=[CH:2]1)[NH:9][C:8](=[O:13])[C:7]3=[O:14].O1CCCC1.C(=O)([O-])[O-].[Cs+].[Cs+].Br[CH2:27][CH2:28][CH:29]([CH3:31])[CH3:30]. The catalyst is CN(C)C=O. The product is [CH3:30][CH:29]([CH3:31])[CH2:28][CH2:27][N:9]1[C:10]2[C:6](=[C:5]3[S:1][CH:2]=[N:3][C:4]3=[CH:12][CH:11]=2)[C:7](=[O:14])[C:8]1=[O:13]. The yield is 0.570.